Dataset: Reaction yield outcomes from USPTO patents with 853,638 reactions. Task: Predict the reaction yield, written as a fraction of the theoretical maximum amount of product (1.0 means a 100% yield; for example, 0.34 means a 34% yield). (1) The reactants are [F:1][C:2]1[C:7]2[O:8][CH2:9][O:10][C:6]=2[CH:5]=[C:4]([CH:11]=[O:12])[CH:3]=1.[BH4-].[Na+]. The product is [F:1][C:2]1[C:7]2[O:8][CH2:9][O:10][C:6]=2[CH:5]=[C:4]([CH2:11][OH:12])[CH:3]=1. The catalyst is CO. The yield is 0.980. (2) The reactants are [CH3:1][O:2][C:3]1[CH:8]=[CH:7][CH:6]=[CH:5][C:4]=1[C:9]1[C:17]2[C:12](=[N:13][CH:14]=[C:15](B3OC(C)(C)C(C)(C)O3)[CH:16]=2)[N:11]([S:27]([C:30]2[CH:35]=[CH:34][C:33]([CH3:36])=[CH:32][CH:31]=2)(=[O:29])=[O:28])[CH:10]=1.[CH2:37]([O:39][C:40](=[O:48])[C:41]1[CH:46]=[C:45](Br)[CH:44]=[N:43][CH:42]=1)[CH3:38].C([O-])(O)=O.[Na+]. The catalyst is C(#N)C. The product is [CH2:37]([O:39][C:40](=[O:48])[C:41]1[CH:46]=[C:45]([C:15]2[CH:16]=[C:17]3[C:9]([C:4]4[CH:5]=[CH:6][CH:7]=[CH:8][C:3]=4[O:2][CH3:1])=[CH:10][N:11]([S:27]([C:30]4[CH:35]=[CH:34][C:33]([CH3:36])=[CH:32][CH:31]=4)(=[O:28])=[O:29])[C:12]3=[N:13][CH:14]=2)[CH:44]=[N:43][CH:42]=1)[CH3:38]. The yield is 0.690.